From a dataset of Full USPTO retrosynthesis dataset with 1.9M reactions from patents (1976-2016). Predict the reactants needed to synthesize the given product. (1) Given the product [Cl:30][C:19]1[CH:20]=[C:21]([C:33]2[CH:34]=[CH:35][CH:36]=[CH:37][C:32]=2[Cl:31])[C:15]2[O:14][CH:13]([CH2:12][NH2:105])[CH2:17][C:16]=2[CH:18]=1, predict the reactants needed to synthesize it. The reactants are: CC1C=CC(S(O[CH2:12][CH:13]2[CH2:17][C:16]3[CH:18]=[C:19]([Cl:30])[CH:20]=[C:21](OS(C(F)(F)F)(=O)=O)[C:15]=3[O:14]2)(=O)=O)=CC=1.[Cl:31][C:32]1[CH:37]=[CH:36][CH:35]=[CH:34][C:33]=1B(O)O.C(=O)([O-])[O-].[K+].[K+].C(C1C=CC=CC=1B1OC(C)(C)C(C)(C)O1)(C)C.CC1C=CC(S(OCC2CC3C=C(Cl)C=C(C4C=CC=CC=4Cl)C=3O2)(=O)=O)=CC=1.S(C1C=CC(C)=CC=1)([O-])(=O)=O.[N-:105]=[N+]=[N-].[Na+].N(CC1CC2C=C(Cl)C=C(C3C=CSC=3)C=2O1)=[N+]=[N-].N(CC1CC2C=C(Cl)C=C(C3C=CC=CC=3C)C=2O1)=[N+]=[N-].[N-]=[N+]=[N-]. (2) Given the product [CH3:10][O:9][C:7](=[O:8])[C:6]1[CH:11]=[C:2]([O:1][C:29]2[CH:28]=[CH:27][C:26]([N+:32]([O-:34])=[O:33])=[C:25]([CH2:24][OH:23])[CH:30]=2)[CH:3]=[CH:4][C:5]=1[NH:12][S:13]([C:16]1[CH:21]=[CH:20][C:19]([CH3:22])=[CH:18][CH:17]=1)(=[O:15])=[O:14], predict the reactants needed to synthesize it. The reactants are: [OH:1][C:2]1[CH:3]=[CH:4][C:5]([NH:12][S:13]([C:16]2[CH:21]=[CH:20][C:19]([CH3:22])=[CH:18][CH:17]=2)(=[O:15])=[O:14])=[C:6]([CH:11]=1)[C:7]([O:9][CH3:10])=[O:8].[OH:23][CH:24]=[C:25]1[CH:30]=[C:29](F)[CH:28]=[CH:27][CH:26]1[N+:32]([O-:34])=[O:33].C(=O)([O-])[O-].[K+].[K+].OS([O-])(=O)=O.[K+]. (3) Given the product [Br:13][C:9]1[CH:8]=[C:3]2[C:2](=[CH:11][C:10]=1[Cl:12])[N:1]=[CH:15][N:14]=[C:4]2[OH:5], predict the reactants needed to synthesize it. The reactants are: [NH2:1][C:2]1[CH:11]=[C:10]([Cl:12])[C:9]([Br:13])=[CH:8][C:3]=1[C:4](OC)=[O:5].[NH2:14][CH:15]=O. (4) Given the product [CH3:1][C:2]([CH3:8])([C:6]#[CH:7])[C:3]([O:5][CH2:9][C:10]1[CH:15]=[CH:14][CH:13]=[CH:12][CH:11]=1)=[O:4], predict the reactants needed to synthesize it. The reactants are: [CH3:1][C:2]([CH3:8])([C:6]#[CH:7])[C:3]([OH:5])=[O:4].[CH2:9](O)[C:10]1[CH:15]=[CH:14][CH:13]=[CH:12][CH:11]=1.C1CCC(N=C=NC2CCCCC2)CC1. (5) Given the product [CH:25]([N:10]1[C:11]([CH:13]2[CH:24]3[CH:14]2[CH2:15][CH:16]2[N:21]([CH3:22])[CH2:20][CH2:19][O:18][CH:17]23)=[CH:12][C:8]([C:5]2[CH:4]=[C:3]([C:28]([F:30])([F:31])[F:29])[C:2]([NH2:1])=[N:7][CH:6]=2)=[N:9]1)([CH3:27])[CH3:26], predict the reactants needed to synthesize it. The reactants are: [NH2:1][C:2]1[N:7]=[CH:6][C:5]([C:8]2[CH:12]=[C:11]([CH:13]3[CH:24]4[CH:14]3[CH2:15][CH:16]3[N:21]([CH3:22])[C:20](=O)[CH2:19][O:18][CH:17]34)[N:10]([CH:25]([CH3:27])[CH3:26])[N:9]=2)=[CH:4][C:3]=1[C:28]([F:31])([F:30])[F:29].CO.